Dataset: Forward reaction prediction with 1.9M reactions from USPTO patents (1976-2016). Task: Predict the product of the given reaction. (1) Given the reactants [CH3:1][O:2][C:3](=[O:15])[CH:4]=[CH:5][C:6]1[CH:11]=[CH:10][C:9]([CH2:12][OH:13])=[CH:8][C:7]=1[CH3:14].[H][H], predict the reaction product. The product is: [CH3:1][O:2][C:3](=[O:15])[CH2:4][CH2:5][C:6]1[CH:11]=[CH:10][C:9]([CH2:12][OH:13])=[CH:8][C:7]=1[CH3:14]. (2) The product is: [CH2:32]([C@H:12]1[CH2:13][C@H:8]([C:4]2[CH:5]=[CH:6][CH:7]=[C:2]([Cl:1])[CH:3]=2)[C@@H:9]([C:23]2[CH:24]=[CH:25][C:26]([Cl:29])=[CH:27][CH:28]=2)[N:10]([C@@H:15]([CH2:21][CH3:22])[C:16]([O:18][CH2:19][CH3:20])=[O:17])[C:11]1=[O:14])[CH:31]=[CH2:30]. Given the reactants [Cl:1][C:2]1[CH:3]=[C:4]([C@H:8]2[CH2:13][CH2:12][C:11](=[O:14])[N:10]([C@@H:15]([CH2:21][CH3:22])[C:16]([O:18][CH2:19][CH3:20])=[O:17])[C@@H:9]2[C:23]2[CH:28]=[CH:27][C:26]([Cl:29])=[CH:25][CH:24]=2)[CH:5]=[CH:6][CH:7]=1.[CH2:30](Br)[CH:31]=[CH2:32].C[Si]([N-][Si](C)(C)C)(C)C.[Li+], predict the reaction product.